This data is from NCI-60 drug combinations with 297,098 pairs across 59 cell lines. The task is: Regression. Given two drug SMILES strings and cell line genomic features, predict the synergy score measuring deviation from expected non-interaction effect. (1) Drug 1: C1=CC(=CC=C1C#N)C(C2=CC=C(C=C2)C#N)N3C=NC=N3. Drug 2: CC1=C(C(CCC1)(C)C)C=CC(=CC=CC(=CC(=O)O)C)C. Cell line: MDA-MB-231. Synergy scores: CSS=-6.06, Synergy_ZIP=0.300, Synergy_Bliss=-2.43, Synergy_Loewe=-7.65, Synergy_HSA=-7.10. (2) Drug 1: C1=CC(=CC=C1C#N)C(C2=CC=C(C=C2)C#N)N3C=NC=N3. Drug 2: C1=CC=C(C=C1)NC(=O)CCCCCCC(=O)NO. Cell line: SK-OV-3. Synergy scores: CSS=6.08, Synergy_ZIP=-1.56, Synergy_Bliss=-1.76, Synergy_Loewe=-6.36, Synergy_HSA=-3.38.